Task: Predict the reactants needed to synthesize the given product.. Dataset: Retrosynthesis with 50K atom-mapped reactions and 10 reaction types from USPTO (1) Given the product COc1ccc(C(=O)Nc2cc(-c3csc(NC(=O)OC(C)(C)C)n3)ccc2[N+](=O)[O-])cc1, predict the reactants needed to synthesize it. The reactants are: CC(C)(C)OC(=O)Nc1nc(-c2ccc([N+](=O)[O-])c(N)c2)cs1.COc1ccc(C(=O)Cl)cc1. (2) The reactants are: COC(=O)c1ccc(CN(c2ccc(Cl)c(Cl)c2)c2nnc(-c3cccc(Oc4cccc(C(F)(F)F)c4)c3)s2)cc1. Given the product O=C(O)c1ccc(CN(c2ccc(Cl)c(Cl)c2)c2nnc(-c3cccc(Oc4cccc(C(F)(F)F)c4)c3)s2)cc1, predict the reactants needed to synthesize it.